This data is from Reaction yield outcomes from USPTO patents with 853,638 reactions. The task is: Predict the reaction yield, written as a fraction of the theoretical maximum amount of product (1.0 means a 100% yield; for example, 0.34 means a 34% yield). The reactants are Br[C:2]1[CH:3]=[C:4]([C:8]2[CH:17]=[CH:16][C:15]3[C:10](=[CH:11][CH:12]=[C:13]([C:18]4[N:22]([CH:23]5[CH2:28][CH2:27][CH2:26][CH2:25][CH2:24]5)[C:21]5[CH:29]=[CH:30][C:31]([C:33]([OH:35])=[O:34])=[CH:32][C:20]=5[N:19]=4)[CH:14]=3)[N:9]=2)[CH:5]=[CH:6][CH:7]=1.[Cl:36][C:37]1[CH:42]=[CH:41][C:40](B(O)O)=[CH:39][CH:38]=1.C(=O)(O)[O-].[Na+]. The catalyst is C1(C)C=CC=CC=1.CO.O.C1C=CC([P]([Pd]([P](C2C=CC=CC=2)(C2C=CC=CC=2)C2C=CC=CC=2)([P](C2C=CC=CC=2)(C2C=CC=CC=2)C2C=CC=CC=2)[P](C2C=CC=CC=2)(C2C=CC=CC=2)C2C=CC=CC=2)(C2C=CC=CC=2)C2C=CC=CC=2)=CC=1. The product is [Cl:36][C:37]1[CH:42]=[CH:41][C:40]([C:2]2[CH:7]=[CH:6][CH:5]=[C:4]([C:8]3[CH:17]=[CH:16][C:15]4[C:10](=[CH:11][CH:12]=[C:13]([C:18]5[N:22]([CH:23]6[CH2:24][CH2:25][CH2:26][CH2:27][CH2:28]6)[C:21]6[CH:29]=[CH:30][C:31]([C:33]([OH:35])=[O:34])=[CH:32][C:20]=6[N:19]=5)[CH:14]=4)[N:9]=3)[CH:3]=2)=[CH:39][CH:38]=1. The yield is 0.420.